Dataset: Full USPTO retrosynthesis dataset with 1.9M reactions from patents (1976-2016). Task: Predict the reactants needed to synthesize the given product. (1) Given the product [NH2:1][C:2]1[C:7]([F:8])=[C:6]([C:9]2[CH:14]=[CH:13][C:12]([I:25])=[CH:11][CH:10]=2)[N:5]=[C:4]([C:19]([O:21][CH3:22])=[O:20])[C:3]=1[O:23][CH3:24], predict the reactants needed to synthesize it. The reactants are: [NH2:1][C:2]1[C:7]([F:8])=[C:6]([C:9]2[CH:14]=[CH:13][C:12]([Si](C)(C)C)=[CH:11][CH:10]=2)[N:5]=[C:4]([C:19]([O:21][CH3:22])=[O:20])[C:3]=1[O:23][CH3:24].[I:25]Cl. (2) Given the product [Br:1][C:2]1[CH:3]=[C:4]([C:14]2[O:15][CH:16]=[CH:17][CH:18]=2)[CH:5]=[CH:6][CH:7]=1, predict the reactants needed to synthesize it. The reactants are: [Br:1][C:2]1[CH:7]=[CH:6][CH:5]=[C:4](I)[CH:3]=1.C([Sn](CCCC)(CCCC)[C:14]1[O:15][CH:16]=[CH:17][CH:18]=1)CCC.C1(C)C=CC=CC=1P(C1C=CC=CC=1C)C1C=CC=CC=1C.